This data is from Forward reaction prediction with 1.9M reactions from USPTO patents (1976-2016). The task is: Predict the product of the given reaction. (1) The product is: [CH:8]1([C:11]2[C:12]([O:21][CH2:22][CH:23]3[CH2:25][CH2:24]3)=[CH:13][C:14]([C:17]3[N:19]=[C:5]([C:2]4([CH3:1])[CH2:4][CH2:3]4)[O:7][N:18]=3)=[N:15][CH:16]=2)[CH2:10][CH2:9]1. Given the reactants [CH3:1][C:2]1([C:5]([OH:7])=O)[CH2:4][CH2:3]1.[CH:8]1([C:11]2[C:12]([O:21][CH2:22][CH:23]3[CH2:25][CH2:24]3)=[CH:13][C:14]([C:17](=[N:19]O)[NH2:18])=[N:15][CH:16]=2)[CH2:10][CH2:9]1, predict the reaction product. (2) Given the reactants O=[C:2]1[N:7]=[CH:6][C:5]([C:8]#[N:9])=[CH:4]N1S(C1C=CC=CC=1)(=O)=O.O=[CH:20][C:21]([O:23][CH2:24][CH3:25])=[O:22].C([O-])(=O)C.[NH4+].[OH-].[Na+], predict the reaction product. The product is: [C:8]([C:5]1[CH:6]=[N:7][CH:2]=[C:20]([CH:4]=1)[C:21]([O:23][CH2:24][CH3:25])=[O:22])#[N:9]. (3) Given the reactants [C:1]1([C:7]2[C:8]3[CH2:9][CH2:10][NH:11][CH2:12][C:13]=3[C:14]3[NH:19][C:18](=[O:20])[C:17](=[O:21])[C:15]=3[CH:16]=2)[CH:6]=[CH:5][CH:4]=[CH:3][CH:2]=1.C(Br)[C:23]1[CH:28]=[CH:27][CH:26]=CC=1, predict the reaction product. The product is: [CH:28]1([CH2:23][N:11]2[CH2:10][CH2:9][C:8]3[C:7]([C:1]4[CH:2]=[CH:3][CH:4]=[CH:5][CH:6]=4)=[CH:16][C:15]4[C:17](=[O:21])[C:18](=[O:20])[NH:19][C:14]=4[C:13]=3[CH2:12]2)[CH2:26][CH2:27]1. (4) Given the reactants F[C:2]1[CH:7]=[CH:6][CH:5]=[C:4]([O:8][CH3:9])[C:3]=1[C:10](=O)[CH3:11].[NH2:13][NH2:14].C([O-])(=O)C.[Na+], predict the reaction product. The product is: [CH3:9][O:8][C:4]1[CH:5]=[CH:6][CH:7]=[C:2]2[C:3]=1[C:10]([CH3:11])=[N:13][NH:14]2. (5) The product is: [F:1][C:2]1[CH:3]=[CH:4][C:5]([CH3:33])=[C:6]([CH:32]=1)[O:7][CH2:8][C:9]1[C:10]([C:23]2[CH:28]=[CH:27][C:26]([O:29][S:42]([CH3:41])(=[O:44])=[O:43])=[CH:25][C:24]=2[O:30][CH3:31])=[CH:11][CH:12]=[C:13]2[C:18]=1[N:17]([CH3:19])[C:16](=[O:20])[C:15]([CH3:22])([CH3:21])[NH:14]2. Given the reactants [F:1][C:2]1[CH:3]=[CH:4][C:5]([CH3:33])=[C:6]([CH:32]=1)[O:7][CH2:8][C:9]1[C:10]([C:23]2[CH:28]=[CH:27][C:26]([OH:29])=[CH:25][C:24]=2[O:30][CH3:31])=[CH:11][CH:12]=[C:13]2[C:18]=1[N:17]([CH3:19])[C:16](=[O:20])[C:15]([CH3:22])([CH3:21])[NH:14]2.C(N(CC)CC)C.[CH3:41][S:42](Cl)(=[O:44])=[O:43], predict the reaction product.